The task is: Predict the reaction yield, written as a fraction of the theoretical maximum amount of product (1.0 means a 100% yield; for example, 0.34 means a 34% yield).. This data is from Reaction yield outcomes from USPTO patents with 853,638 reactions. (1) No catalyst specified. The reactants are [C:1]([C:5]1[CH:6]=[C:7]([C:16]2[CH:17]=[C:18]([C:27]3[CH:32]=[CH:31][C:30]([C:33]([O:35]CC)=[O:34])=[CH:29][CH:28]=3)[CH:19]=[CH:20][C:21]=2[CH2:22][CH:23]([OH:26])[CH2:24][OH:25])[CH:8]=[CH:9][C:10]=1[N:11]([CH2:14][CH3:15])[CH2:12][CH3:13])([CH3:4])([CH3:3])[CH3:2].[OH-].[Na+].C(C1C=C(C2C=C(C3C=CC(C(O)=O)=CC=3)C=CC=2CCCO)C=CC=1N(CC)CC)(C)(C)C. The yield is 0.860. The product is [C:1]([C:5]1[CH:6]=[C:7]([C:16]2[CH:17]=[C:18]([C:27]3[CH:28]=[CH:29][C:30]([C:33]([OH:35])=[O:34])=[CH:31][CH:32]=3)[CH:19]=[CH:20][C:21]=2[CH2:22][CH:23]([OH:26])[CH2:24][OH:25])[CH:8]=[CH:9][C:10]=1[N:11]([CH2:12][CH3:13])[CH2:14][CH3:15])([CH3:3])([CH3:4])[CH3:2]. (2) The reactants are [I:1][C:2]1[N:3]=[C:4]([C@@H:8]2[CH2:12][CH2:11][CH2:10][N:9]2[C:13]([O:15][C:16]([CH3:19])([CH3:18])[CH3:17])=[O:14])[NH:5][C:6]=1I.[O-]S([O-])=O.[Na+].[Na+]. The catalyst is CCO.O. The product is [I:1][C:2]1[N:3]=[C:4]([C@@H:8]2[CH2:12][CH2:11][CH2:10][N:9]2[C:13]([O:15][C:16]([CH3:19])([CH3:18])[CH3:17])=[O:14])[NH:5][CH:6]=1. The yield is 0.800.